This data is from Forward reaction prediction with 1.9M reactions from USPTO patents (1976-2016). The task is: Predict the product of the given reaction. (1) Given the reactants [F:1][C:2]([F:15])([F:14])[C:3]1[CH:12]=[CH:11][C:10]2[CH:9]=[N:8][CH:7]=[CH:6][C:5]=2[C:4]=1[NH2:13].[F:16][C:17]([F:29])([F:28])[C:18]1[CH:27]=[CH:26][C:21]([CH2:22][N:23]=[C:24]=[O:25])=[CH:20][CH:19]=1, predict the reaction product. The product is: [F:15][C:2]([F:1])([F:14])[C:3]1[C:4]([NH:13][C:24]([NH:23][CH2:22][C:21]2[CH:20]=[CH:19][C:18]([C:17]([F:16])([F:29])[F:28])=[CH:27][CH:26]=2)=[O:25])=[C:5]2[C:10](=[CH:11][CH:12]=1)[CH:9]=[N:8][CH:7]=[CH:6]2. (2) Given the reactants [CH3:1][NH:2][C:3]1[C:8]([NH:9][C:10]([C:12]2[C:13]([S:18][CH2:19][CH3:20])=[N:14][CH:15]=[N:16][CH:17]=2)=O)=[CH:7][C:6]([C:21]([F:24])([F:23])[F:22])=[CH:5][N:4]=1.C(=O)(O)[O-].[Na+], predict the reaction product. The product is: [CH2:19]([S:18][C:13]1[C:12]([C:10]2[N:2]([CH3:1])[C:3]3=[N:4][CH:5]=[C:6]([C:21]([F:24])([F:23])[F:22])[CH:7]=[C:8]3[N:9]=2)=[CH:17][N:16]=[CH:15][N:14]=1)[CH3:20]. (3) Given the reactants [F:1][C:2]1([S:5]([NH:8][C:9]([C@@:11]23[CH2:26][C@H:25]2[CH:24]=[CH:23][CH2:22][CH2:21][C@@H:20]([CH3:27])[CH2:19][C@@H:18]([CH3:28])[C@H:17]([NH:29]C(=O)OC(C)(C)C)[C:16](=[O:37])[N:15]2[CH2:38][C@H:39]([O:41][C:42]4[C:51]5[C:46](=[CH:47][C:48]([O:52][CH3:53])=[CH:49][CH:50]=5)[CH:45]=[CH:44][N:43]=4)[CH2:40][C@H:14]2[C:13](=[O:54])[NH:12]3)=[O:10])(=[O:7])=[O:6])[CH2:4][CH2:3]1.[ClH:55], predict the reaction product. The product is: [ClH:55].[NH2:29][C@@H:17]1[C:16](=[O:37])[N:15]2[CH2:38][C@H:39]([O:41][C:42]3[C:51]4[C:46](=[CH:47][C:48]([O:52][CH3:53])=[CH:49][CH:50]=4)[CH:45]=[CH:44][N:43]=3)[CH2:40][C@H:14]2[C:13](=[O:54])[NH:12][C@:11]2([C:9]([NH:8][S:5]([C:2]3([F:1])[CH2:4][CH2:3]3)(=[O:6])=[O:7])=[O:10])[CH2:26][C@H:25]2[CH:24]=[CH:23][CH2:22][CH2:21][C@@H:20]([CH3:27])[CH2:19][C@H:18]1[CH3:28]. (4) Given the reactants [C:1](=[O:8])([O:3][C:4]([CH3:7])([CH3:6])[CH3:5])[NH2:2].[OH-:9].[Na+].ClO[C:13]([CH3:16])([CH3:15])[CH3:14].CC[C@@H]1[C@@H]2C[C@H]([C@@H](OC3[C:50]4[C:45](=C[CH:47]=[CH:48][CH:49]=4)[C:44]([O:51][C@@H:52](C4C=CN=C5C=4C=C(OC)C=C5)[C@@H]4N5C[C@H](CC)[C@@H](CC5)C4)=[N:43]N=3)C3C=CN=C4C=3C=C(OC)C=C4)N(CC2)C1.CC[C@H]1[C@H]2C[C@H]([C@H](OC3C4C(=CC=CC=4)C(O[C@H](C4C=CN=C5C=4C=C(OC)C=C5)[C@@H]4N5C[C@H](CC)[C@@H](CC5)C4)=NN=3)C3C=CN=C4C=3C=[C:89]([O:96]C)C=C4)N(CC2)C1.[O-]S([O-])=O.[Na+].[Na+].[CH2:139]([OH:142])[CH2:140]C, predict the reaction product. The product is: [CH3:89][O:96][C:139](=[O:142])[CH:140]([OH:9])[CH:14]([NH:2][C:1]([O:3][C:4]([CH3:7])([CH3:6])[CH3:5])=[O:8])[C:13]1[CH:16]=[CH:47][CH:48]=[C:49]2[C:15]=1[N:43]=[C:44]([O:51][CH3:52])[CH:45]=[CH:50]2.